This data is from Full USPTO retrosynthesis dataset with 1.9M reactions from patents (1976-2016). The task is: Predict the reactants needed to synthesize the given product. (1) Given the product [CH3:92][S:89]([C:86]1[CH:87]=[CH:88][C:83]([C:36]2[CH:54]=[CH:55][C:32]3[C:33](=[CH:34][CH:65]=[C:30]([O:29][CH3:22])[CH:31]=3)[C:37]=2[O:38][C:39]2[CH:53]=[CH:52][C:42]([O:43][CH2:44][CH2:45][N:46]3[CH2:47][CH2:48][CH2:49][CH2:50][CH2:51]3)=[CH:41][CH:40]=2)=[CH:84][C:85]=1[S:93][CH3:94])(=[O:91])=[O:90], predict the reactants needed to synthesize it. The reactants are: C1(P(C2CCCCC2)C2CCCCC2)CCCCC1.[F-].[Cs+].[CH2:22]([O:29][C:30]1[CH:31]=[CH:32][C:33]2[C:37]([O:38][C:39]3[CH:53]=[CH:52][C:42]([O:43][CH2:44][CH2:45][N:46]4[CH2:51][CH2:50][CH2:49][CH2:48][CH2:47]4)=[CH:41][CH:40]=3)=[C:36]([C:54]3C=CC(S(C)(=O)=O)=C(F)[CH:55]=3)S[C:34]=2[CH:65]=1)C1C=CC=CC=1.B1(B2OCC(C)(C)CO2)OCC(C)(C)CO1.Br[C:83]1[CH:88]=[CH:87][C:86]([S:89]([CH3:92])(=[O:91])=[O:90])=[C:85]([S:93][CH3:94])[CH:84]=1. (2) Given the product [Cl:2][C:3]1[CH:4]=[C:5]([NH:11][C@H:12]2[CH2:13][C:14](=[O:15])[N:19]([CH3:20])[CH2:18]2)[CH:6]=[CH:7][C:8]=1[C:9]#[N:10], predict the reactants needed to synthesize it. The reactants are: Cl.[Cl:2][C:3]1[CH:4]=[C:5]([NH:11][C@H:12]([CH2:18][NH:19][CH3:20])[CH2:13][C:14](OC)=[O:15])[CH:6]=[CH:7][C:8]=1[C:9]#[N:10].C([O-])([O-])=O.[K+].[K+]. (3) Given the product [Cl:1][C:2]1[C:11]2[C:6](=[CH:7][C:8]([C:12]3[CH:17]=[CH:16][C:15]([OH:18])=[CH:14][C:13]=3[CH3:20])=[CH:9][CH:10]=2)[CH:5]=[CH:4][C:3]=1[OH:21], predict the reactants needed to synthesize it. The reactants are: [Cl:1][C:2]1[C:11]2[C:6](=[CH:7][C:8]([C:12]3[CH:17]=[CH:16][C:15]([O:18]C)=[CH:14][C:13]=3[CH3:20])=[CH:9][CH:10]=2)[CH:5]=[CH:4][C:3]=1[OH:21].B(Br)(Br)Br. (4) The reactants are: [CH:1]1([NH:4][S:5]([CH2:8][CH2:9][CH3:10])(=[O:7])=[O:6])[CH2:3][CH2:2]1.C([O-])([O-])=O.[K+].[K+].Br[CH2:18][CH2:19][O:20][C:21](=[O:23])[CH3:22]. Given the product [CH:1]1([N:4]([S:5]([CH2:8][CH2:9][CH3:10])(=[O:7])=[O:6])[CH2:18][CH2:19][O:20][C:21](=[O:23])[CH3:22])[CH2:3][CH2:2]1, predict the reactants needed to synthesize it. (5) Given the product [CH2:33]([O:31][C:30]([CH:27]1[CH2:28][CH2:29][CH:24]([C:22]([N:14]2[CH2:15][CH2:16][C@:17]3([CH3:21])[C:18]([CH3:20])([CH3:19])[C@H:13]2[CH2:12][C:11]2[C:6]([OH:5])=[CH:7][CH:8]=[CH:9][C:10]=23)=[O:23])[CH2:25][CH2:26]1)=[O:32])[CH3:34], predict the reactants needed to synthesize it. The reactants are: O=S(Cl)Cl.[OH:5][C:6]1[C:11]2[CH2:12][C@@H:13]3[C:18]([CH3:20])([CH3:19])[C@:17]([CH3:21])([C:10]=2[CH:9]=[CH:8][CH:7]=1)[CH2:16][CH2:15][N:14]3[C:22]([CH:24]1[CH2:29][CH2:28][CH:27]([C:30]([OH:32])=[O:31])[CH2:26][CH2:25]1)=[O:23].[CH2:33](O)[CH3:34]. (6) Given the product [Br:1][C:2]1[CH:7]=[CH:6][C:5]([Cl:8])=[C:4]([CH:3]=1)[CH2:9][C:10]1[CH:15]=[CH:14][C:13]([OH:16])=[CH:12][CH:11]=1, predict the reactants needed to synthesize it. The reactants are: [Br:1][C:2]1[CH:7]=[CH:6][C:5]([Cl:8])=[C:4]([CH2:9][C:10]2[CH:15]=[CH:14][C:13]([O:16]CC)=[CH:12][CH:11]=2)[CH:3]=1.BrB(Br)Br.C(=O)(O)[O-].[Na+]. (7) Given the product [CH2:1]([C:3]1[N:4]2[CH2:9][CH2:10][NH:11][CH:23]([CH2:22][CH2:21][C:14]3[CH:15]=[C:16]([F:20])[CH:17]=[C:18]([F:19])[C:13]=3[F:12])[C:5]2=[C:6]([I:8])[N:7]=1)[CH3:2], predict the reactants needed to synthesize it. The reactants are: [CH2:1]([C:3]1[N:4]([CH2:9][CH2:10][NH2:11])[CH:5]=[C:6]([I:8])[N:7]=1)[CH3:2].[F:12][C:13]1[C:18]([F:19])=[CH:17][C:16]([F:20])=[CH:15][C:14]=1[CH2:21][CH2:22][CH:23]=O. (8) Given the product [N:11]1([C:19]([CH2:21][C@H:22]([CH2:35][OH:36])[O:23][CH2:24][P:25]([O:31][CH:32]([CH3:34])[CH3:33])([O:27][CH:28]([CH3:30])[CH3:29])=[O:26])=[O:20])[CH:18]=[CH:17][C:15]([NH2:1])=[N:14][C:12]1=[O:13], predict the reactants needed to synthesize it. The reactants are: [NH:1]1C=NC=N1.P(Cl)(Cl)(Cl)=O.[N:11]1([C:19]([CH2:21][C@H:22]([CH2:35][OH:36])[O:23][CH2:24][P:25]([O:31][CH:32]([CH3:34])[CH3:33])([O:27][CH:28]([CH3:30])[CH3:29])=[O:26])=[O:20])[CH:18]=[CH:17][C:15](=O)[NH:14][C:12]1=[O:13]. (9) Given the product [Si:1]([O:8][CH2:9][CH2:10][O:11][NH2:12])([C:4]([CH3:7])([CH3:6])[CH3:5])([CH3:3])[CH3:2], predict the reactants needed to synthesize it. The reactants are: [Si:1]([O:8][CH2:9][CH2:10][O:11][N:12]1C(=O)C2C(=CC=CC=2)C1=O)([C:4]([CH3:7])([CH3:6])[CH3:5])([CH3:3])[CH3:2].CNN.